The task is: Predict the reaction yield, written as a fraction of the theoretical maximum amount of product (1.0 means a 100% yield; for example, 0.34 means a 34% yield).. This data is from Reaction yield outcomes from USPTO patents with 853,638 reactions. (1) The reactants are C[O:2][C:3]([C:5]1[N:14]=[C:13]2[N:7]([CH2:8][CH2:9][O:10][C:11]3[CH:18]=[C:17]([Cl:19])[CH:16]=[CH:15][C:12]=32)[N:6]=1)=[O:4].CO.O.[Li+].[OH-]. The catalyst is C1COCC1. The product is [Cl:19][C:17]1[CH:16]=[CH:15][C:12]2[C:13]3[N:7]([N:6]=[C:5]([C:3]([OH:4])=[O:2])[N:14]=3)[CH2:8][CH2:9][O:10][C:11]=2[CH:18]=1. The yield is 0.890. (2) The reactants are [CH3:1][C:2]1[CH:7]=[CH:6][CH:5]=[C:4]([CH3:8])[C:3]=1[OH:9].[C:10]1(=O)[O:15][C:13](=[O:14])[C:12]2=[CH:16][CH:17]=[CH:18][CH:19]=[C:11]12. No catalyst specified. The product is [OH:9][C:3]1[C:4]([CH3:8])=[CH:5][C:6]([C:10]2([C:6]3[CH:5]=[C:4]([CH3:8])[C:3]([OH:9])=[C:2]([CH3:1])[CH:7]=3)[C:11]3[C:12](=[CH:16][CH:17]=[CH:18][CH:19]=3)[C:13](=[O:14])[O:15]2)=[CH:7][C:2]=1[CH3:1]. The yield is 0.910. (3) The reactants are [Cl:1][C:2]1[CH:7]=[CH:6][C:5](B(O)O)=[CH:4][CH:3]=1.[CH3:11][O:12][C:13]([C:15]1[S:16][C:17](I)=[CH:18][C:19]=1[N:20]([C:28]([C@H:30]1[CH2:35][CH2:34][C@H:33]([CH3:36])[CH2:32][CH2:31]1)=[O:29])[CH:21]1[CH2:26][CH2:25][N:24]([CH3:27])[CH2:23][CH2:22]1)=[O:14].C1(C)C=CC=CC=1.CO.C([O-])([O-])=O.[Na+].[Na+]. The catalyst is C1(C)C=CC=CC=1.C1C=CC([P]([Pd]([P](C2C=CC=CC=2)(C2C=CC=CC=2)C2C=CC=CC=2)([P](C2C=CC=CC=2)(C2C=CC=CC=2)C2C=CC=CC=2)[P](C2C=CC=CC=2)(C2C=CC=CC=2)C2C=CC=CC=2)(C2C=CC=CC=2)C2C=CC=CC=2)=CC=1. The product is [CH3:11][O:12][C:13]([C:15]1[S:16][C:17]([C:5]2[CH:6]=[CH:7][C:2]([Cl:1])=[CH:3][CH:4]=2)=[CH:18][C:19]=1[N:20]([C:28]([C@H:30]1[CH2:31][CH2:32][C@H:33]([CH3:36])[CH2:34][CH2:35]1)=[O:29])[CH:21]1[CH2:22][CH2:23][N:24]([CH3:27])[CH2:25][CH2:26]1)=[O:14]. The yield is 0.715. (4) The reactants are Cl.[NH2:2][C@@H:3]([CH2:8][CH2:9][CH2:10][C:11]([CH3:16])([N+:13]([O-:15])=[O:14])[CH3:12])[C:4]([O:6][CH3:7])=[O:5].O.C(=O)([O-])O.[Na+].[C:23]([O:27][C:28](O[C:28]([O:27][C:23]([CH3:26])([CH3:25])[CH3:24])=[O:29])=[O:29])([CH3:26])([CH3:25])[CH3:24]. The catalyst is CO. The product is [C:23]([O:27][C:28]([NH:2][C@@H:3]([CH2:8][CH2:9][CH2:10][C:11]([CH3:16])([N+:13]([O-:15])=[O:14])[CH3:12])[C:4]([O:6][CH3:7])=[O:5])=[O:29])([CH3:26])([CH3:25])[CH3:24]. The yield is 0.805. (5) The reactants are [CH2:1]1[C:14]2[C:13]3[CH:12]=[CH:11][CH:10]=[CH:9][C:8]=3[NH:7][C:6]=2[CH2:5][CH2:4][N:3]([C:15]([O:17][C:18]([CH3:21])([CH3:20])[CH3:19])=[O:16])[CH2:2]1.[H-].[Na+].Cl[CH2:25][C:26]([N:28]([CH3:30])[CH3:29])=[O:27].CCOC(C)=O. The catalyst is CN(C=O)C. The product is [CH3:29][N:28]([CH3:30])[C:26](=[O:27])[CH2:25][N:7]1[C:8]2[CH:9]=[CH:10][CH:11]=[CH:12][C:13]=2[C:14]2[CH2:1][CH2:2][N:3]([C:15]([O:17][C:18]([CH3:21])([CH3:20])[CH3:19])=[O:16])[CH2:4][CH2:5][C:6]1=2. The yield is 0.900. (6) The reactants are [Cl:1][C:2]1[N:3]=[C:4](Cl)[C:5]2[CH2:10][CH2:9][CH:8]([C:11]3[CH:16]=[CH:15][C:14]([O:17][C:18]([F:21])([F:20])[F:19])=[CH:13][CH:12]=3)[C:6]=2[N:7]=1.[CH3:23][NH:24][CH3:25]. The catalyst is CO. The product is [Cl:1][C:2]1[N:3]=[C:4]([N:24]([CH3:25])[CH3:23])[C:5]2[CH2:10][CH2:9][CH:8]([C:11]3[CH:16]=[CH:15][C:14]([O:17][C:18]([F:21])([F:20])[F:19])=[CH:13][CH:12]=3)[C:6]=2[N:7]=1. The yield is 0.980.